From a dataset of Peptide-MHC class II binding affinity with 134,281 pairs from IEDB. Regression. Given a peptide amino acid sequence and an MHC pseudo amino acid sequence, predict their binding affinity value. This is MHC class II binding data. (1) The peptide sequence is QDPNYVCKHTYVDRG. The MHC is DRB1_1302 with pseudo-sequence DRB1_1302. The binding affinity (normalized) is 0.151. (2) The peptide sequence is RQAEPSLYGRHNCRC. The MHC is H-2-IAb with pseudo-sequence H-2-IAb. The binding affinity (normalized) is 0.